Predict the reaction yield, written as a fraction of the theoretical maximum amount of product (1.0 means a 100% yield; for example, 0.34 means a 34% yield). From a dataset of Reaction yield outcomes from USPTO patents with 853,638 reactions. (1) The reactants are [Si:1]([CH:18]([OH:25])[C@H:19]1[O:23][C:22](=[O:24])[CH2:21][CH2:20]1)([C:14]([CH3:17])([CH3:16])[CH3:15])([C:8]1[CH:13]=[CH:12][CH:11]=[CH:10][CH:9]=1)[C:2]1[CH:7]=[CH:6][CH:5]=[CH:4][CH:3]=1.C[Si]([N-][Si](C)(C)C)(C)C.[Li+].[Si](Cl)(C)(C)C.[C:41]1([Se:47]Br)[CH:46]=[CH:45][CH:44]=[CH:43][CH:42]=1. The catalyst is C1COCC1.CCOCC. The product is [Si:1]([CH:18]([OH:25])[C@H:19]1[O:23][C:22](=[O:24])[C@H:21]([Se:47][C:41]2[CH:46]=[CH:45][CH:44]=[CH:43][CH:42]=2)[CH2:20]1)([C:14]([CH3:17])([CH3:15])[CH3:16])([C:8]1[CH:13]=[CH:12][CH:11]=[CH:10][CH:9]=1)[C:2]1[CH:7]=[CH:6][CH:5]=[CH:4][CH:3]=1. The yield is 0.590. (2) The yield is 0.210. The reactants are [CH2:1]([O:8][C:9]1[C:14]([CH2:15][N:16]2[CH2:25][CH2:24][C:23]3[C:18](=[C:19]([Cl:28])[C:20](Br)=[CH:21][C:22]=3[Cl:26])[C:17]2=[O:29])=[C:13]([CH3:30])[CH:12]=[C:11]([CH3:31])[N:10]=1)[C:2]1[CH:7]=[CH:6][CH:5]=[CH:4][CH:3]=1.[CH3:32][N:33]1[C:37]([Sn](CCCC)(CCCC)CCCC)=[C:36]([CH3:51])[N:35]=[N:34]1. The catalyst is [Cu]I.C1C=CC([P]([Pd]([P](C2C=CC=CC=2)(C2C=CC=CC=2)C2C=CC=CC=2)([P](C2C=CC=CC=2)(C2C=CC=CC=2)C2C=CC=CC=2)[P](C2C=CC=CC=2)(C2C=CC=CC=2)C2C=CC=CC=2)(C2C=CC=CC=2)C2C=CC=CC=2)=CC=1.O1CCOCC1. The product is [CH2:1]([O:8][C:9]1[C:14]([CH2:15][N:16]2[CH2:25][CH2:24][C:23]3[C:18](=[C:19]([Cl:28])[C:20]([C:37]4[N:33]([CH3:32])[N:34]=[N:35][C:36]=4[CH3:51])=[CH:21][C:22]=3[Cl:26])[C:17]2=[O:29])=[C:13]([CH3:30])[CH:12]=[C:11]([CH3:31])[N:10]=1)[C:2]1[CH:7]=[CH:6][CH:5]=[CH:4][CH:3]=1. (3) The reactants are [NH4+].[N:2]#[C:3][S-:4].[OH:5][C:6]1[CH:7]=[C:8]([CH:10]=[CH:11][C:12]=1[O:13][CH3:14])[NH2:9]. The catalyst is Cl.O. The product is [OH:5][C:6]1[CH:7]=[C:8]([NH:9][C:3]([NH2:2])=[S:4])[CH:10]=[CH:11][C:12]=1[O:13][CH3:14]. The yield is 0.450. (4) The reactants are [Br:1][C:2]1[C:3]([NH:16][C:17]2[CH:21]=[C:20]([CH3:22])[NH:19][N:18]=2)=[N:4][C:5]([NH:8][CH2:9][C:10]2ON=[C:12]([CH3:15])[CH:11]=2)=[N:6][CH:7]=1.NCC[C:26]1[O:27]C=CC=1. The catalyst is C(O)CCC. The product is [Br:1][C:2]1[C:3]([NH:16][C:17]2[CH:21]=[C:20]([CH3:22])[NH:19][N:18]=2)=[N:4][C:5]([NH:8][CH2:9][CH2:10][C:11]2[O:27][CH:26]=[CH:15][CH:12]=2)=[N:6][CH:7]=1. The yield is 0.220.